The task is: Predict which catalyst facilitates the given reaction.. This data is from Catalyst prediction with 721,799 reactions and 888 catalyst types from USPTO. (1) Reactant: [Cl:1][C:2]1[CH:18]=[CH:17][C:5]([CH2:6][NH:7][C:8]([C:10]2([C:13]([F:16])([F:15])[F:14])[CH2:12][CH2:11]2)=[O:9])=[CH:4][C:3]=1[N:19]=[C:20]=S.[Cl:22][C:23]1[C:24]([N:32]2[CH2:37][CH2:36][N:35]([CH3:38])[CH2:34][CH2:33]2)=[CH:25][C:26]([NH:30][CH3:31])=[C:27]([CH:29]=1)[NH2:28].C(Cl)CCl. Product: [Cl:1][C:2]1[CH:18]=[CH:17][C:5]([CH2:6][NH:7][C:8]([C:10]2([C:13]([F:16])([F:15])[F:14])[CH2:12][CH2:11]2)=[O:9])=[CH:4][C:3]=1[NH:19][C:20]1[N:30]([CH3:31])[C:26]2[CH:25]=[C:24]([N:32]3[CH2:33][CH2:34][N:35]([CH3:38])[CH2:36][CH2:37]3)[C:23]([Cl:22])=[CH:29][C:27]=2[N:28]=1. The catalyst class is: 23. (2) Reactant: [Cl:1][C:2]1[C:10]2[C:5](=[CH:6][CH:7]=[CH:8][CH:9]=2)[NH:4][C:3]=1[C:11]([NH:13][OH:14])=[NH:12].[C:15](N1C=CN=C1)(N1C=CN=C1)=[O:16]. Product: [Cl:1][C:2]1[C:10]2[C:5](=[CH:6][CH:7]=[CH:8][CH:9]=2)[NH:4][C:3]=1[C:11]1[NH:12][C:15](=[O:16])[O:14][N:13]=1. The catalyst class is: 7. (3) Reactant: [NH2:1][C:2]1[CH:7]=[C:6]([Br:8])[CH:5]=[CH:4][C:3]=1[NH:9][CH2:10][C:11]1([OH:16])[CH2:15][CH2:14][CH2:13][CH2:12]1.[C:17](Cl)(=[O:22])[C:18]([CH3:21])([CH3:20])[CH3:19]. Product: [Br:8][C:6]1[CH:5]=[CH:4][C:3]([NH:9][CH2:10][C:11]2([OH:16])[CH2:15][CH2:14][CH2:13][CH2:12]2)=[C:2]([NH:1][C:17](=[O:22])[C:18]([CH3:21])([CH3:20])[CH3:19])[CH:7]=1. The catalyst class is: 13. (4) Product: [Br:38][CH2:26][C:24]1[CH:23]=[C:22]([CH2:27][C:28]([OH:30])=[O:29])[CH:21]=[C:20]([F:19])[CH:25]=1. Reactant: C(OOC(=O)C1C=CC=CC=1)(=O)C1C=CC=CC=1.[F:19][C:20]1[CH:21]=[C:22]([CH2:27][C:28]([OH:30])=[O:29])[CH:23]=[C:24]([CH3:26])[CH:25]=1.C1C(=O)N([Br:38])C(=O)C1. The catalyst class is: 4.